The task is: Predict the product of the given reaction.. This data is from Forward reaction prediction with 1.9M reactions from USPTO patents (1976-2016). (1) Given the reactants Cl[C:2]1[N:7]2[N:8]=[C:9]([C:23]3[O:24][CH:25]=[CH:26][C:27]=3[CH3:28])[C:10]([C:11]3[CH:16]=[CH:15][N:14]=[C:13]([NH:17][CH:18]4[CH2:22][CH2:21][CH2:20][CH2:19]4)[N:12]=3)=[C:6]2[CH:5]=[CH:4][CH:3]=1.C1(P(C2C=CC=CC=2)C2C=CC3C(=CC=CC=3)C=2C2C3C(=CC=CC=3)C=CC=2P(C2C=CC=CC=2)C2C=CC=CC=2)C=CC=CC=1.C(=O)([O-])[O-].[Cs+].[Cs+].O.[CH:82]1([NH2:87])[CH2:86][CH2:85][CH2:84][CH2:83]1, predict the reaction product. The product is: [CH:82]1([NH:87][C:2]2[N:7]3[N:8]=[C:9]([C:23]4[O:24][CH:25]=[CH:26][C:27]=4[CH3:28])[C:10]([C:11]4[CH:16]=[CH:15][N:14]=[C:13]([NH:17][CH:18]5[CH2:22][CH2:21][CH2:20][CH2:19]5)[N:12]=4)=[C:6]3[CH:5]=[CH:4][CH:3]=2)[CH2:86][CH2:85][CH2:84][CH2:83]1. (2) Given the reactants [CH3:1][O:2][C:3]([C@@H:5]1[C@@H:10]([C:11]([OH:13])=O)[CH2:9][CH2:8][N:7]([C:14]([O:16][CH2:17][C:18]2[CH:23]=[CH:22][CH:21]=[CH:20][CH:19]=2)=[O:15])[CH2:6]1)=[O:4].CN(C)C=O.Cl.Cl.[CH3:31][C:32]1[CH:33]=[C:34]([CH:37]=[CH:38][C:39]=1[N:40]1[CH2:45][CH2:44][NH:43][CH2:42][CH2:41]1)[C:35]#[N:36].F[P-](F)(F)(F)(F)F.N1(O[P+](N2CCCC2)(N2CCCC2)N2CCCC2)C2C=CC=CC=2N=N1.C(N(CC)C(C)C)(C)C, predict the reaction product. The product is: [C:35]([C:34]1[CH:37]=[CH:38][C:39]([N:40]2[CH2:45][CH2:44][N:43]([C:11]([C@H:10]3[CH2:9][CH2:8][N:7]([C:14]([O:16][CH2:17][C:18]4[CH:23]=[CH:22][CH:21]=[CH:20][CH:19]=4)=[O:15])[CH2:6][C@@H:5]3[C:3]([O:2][CH3:1])=[O:4])=[O:13])[CH2:42][CH2:41]2)=[C:32]([CH3:31])[CH:33]=1)#[N:36].